Dataset: Drug-target binding data from BindingDB using IC50 measurements. Task: Regression. Given a target protein amino acid sequence and a drug SMILES string, predict the binding affinity score between them. We predict pIC50 (pIC50 = -log10(IC50 in M); higher means more potent). Dataset: bindingdb_ic50. (1) The small molecule is c1cnc2c(c1)ccc1cccnc12. The target protein sequence is MLKVISSLLFYMTASLMAVASPLAHSGESRGEYPTVSEIPVGEVRLYQIDDGVWSHIATHTFDGVVYPSNGLIVRDGDELLLIDTAWGTKNTVALLAEIEKQIGLPVTRSVSTHFHDDRVGGVDALRAAGVATYASPSTRRLAEAEGNEVPTHSLEGLSSSGDAVRFGPVELFYPGAAHSTDNLVVYVPSANVLYGGCAVLELSRTSAGNVADADLAEWPGSVERIQQHYPEAEVVIPGHGLPGGLDLLQHTANVVKAHTNRSVAE. The pIC50 is 4.2. (2) The pIC50 is 4.5. The small molecule is O=C(NO)[C@H](O)[C@H](O)COP(=O)(O)O. The target protein (Q5NGP7) has sequence MEISMTSHINNAVETFRLEIETLEKLKNSIDENFEKACEIILENNRDKSRVIITGMGKSGHIGKKMAATFASTGTPAFFVHPGEAGHGDFGMITKNDVLIAISNSGTSSEIMGLLPMIKHLDIPIIAITSNPKSILARNSNVTLNLHVDKEACPLNLAPTSSTTATLVLGDALAIALLKAKNFSEKDFAFSHPNGALGRKLILKVENIMRKGNEIPIVKPTDNIRKAILEISDKGVGNTLVAENNTLLGIFTDGDLRRMFEAESFNSQRAISEVMTKNPKSISKEEMAITALEKMEKYEITSLAVVDNGHNILGIVTMHDLIKLELR.